Task: Predict the product of the given reaction.. Dataset: Forward reaction prediction with 1.9M reactions from USPTO patents (1976-2016) Given the reactants [Br:1][C@@H:2]1[C@H:8]2[CH2:9][C@H:5]([C:6](=[O:10])[O:7]2)[CH2:4][CH2:3]1.[NH3:11].CO, predict the reaction product. The product is: [Br:1][C@H:2]1[CH2:3][CH2:4][C@@H:5]([C:6]([NH2:11])=[O:10])[CH2:9][C@H:8]1[OH:7].